Dataset: Peptide-MHC class I binding affinity with 185,985 pairs from IEDB/IMGT. Task: Regression. Given a peptide amino acid sequence and an MHC pseudo amino acid sequence, predict their binding affinity value. This is MHC class I binding data. The peptide sequence is RRYASQTEL. The MHC is HLA-B45:06 with pseudo-sequence HLA-B45:06. The binding affinity (normalized) is 0.213.